Dataset: Catalyst prediction with 721,799 reactions and 888 catalyst types from USPTO. Task: Predict which catalyst facilitates the given reaction. (1) Reactant: [C:1]([C:3]1[CH:8]=[CH:7][C:6](=[O:9])[N:5]([C:10]2[CH:15]=[CH:14][CH:13]=[CH:12][CH:11]=2)[C:4]=1[S-:16])#[N:2].[Na+].Cl[CH2:19][C:20]#[N:21].O. Product: [NH2:2][C:1]1[C:3]2[CH:8]=[CH:7][C:6](=[O:9])[N:5]([C:10]3[CH:15]=[CH:14][CH:13]=[CH:12][CH:11]=3)[C:4]=2[S:16][C:19]=1[C:20]#[N:21]. The catalyst class is: 23. (2) Reactant: C(Br)(Br)(Br)Br.[CH:6]1([O:11][C:12]2[C:20]3[O:19][CH2:18][CH:17](O)[C:16]=3[CH:15]=[CH:14][C:13]=2[O:22][CH3:23])[CH2:10][CH2:9][CH2:8][CH2:7]1.C1(P(C2C=CC=CC=2)C2C=CC=CC=2)C=CC=CC=1. Product: [CH:6]1([O:11][C:12]2[C:20]3[O:19][CH:18]=[CH:17][C:16]=3[CH:15]=[CH:14][C:13]=2[O:22][CH3:23])[CH2:7][CH2:8][CH2:9][CH2:10]1. The catalyst class is: 2. (3) Reactant: [N+]([C:4]1[CH:11]=[CH:10][CH:9]=[C:8]([N+:12]([O-:14])=[O:13])[C:5]=1[C:6]#[N:7])([O-])=O.[C:15]1([OH:21])[CH:20]=[CH:19][CH:18]=[CH:17][CH:16]=1.C([O-])([O-])=O.[K+].[K+]. Product: [N+:12]([C:8]1[CH:9]=[CH:10][CH:11]=[C:4]([O:21][C:15]2[CH:20]=[CH:19][CH:18]=[CH:17][CH:16]=2)[C:5]=1[C:6]#[N:7])([O-:14])=[O:13]. The catalyst class is: 31.